This data is from Reaction yield outcomes from USPTO patents with 853,638 reactions. The task is: Predict the reaction yield, written as a fraction of the theoretical maximum amount of product (1.0 means a 100% yield; for example, 0.34 means a 34% yield). (1) The reactants are C1(C(C2C=CC=CC=2)=[N:8][C:9]2[CH:18]=[C:17]3[C:12]([CH:13]=[CH:14][CH:15]=[N:16]3)=[C:11]([F:19])[CH:10]=2)C=CC=CC=1.Cl. The catalyst is C1COCC1.C([O-])(O)=O.[Na+]. The product is [F:19][C:11]1[CH:10]=[C:9]([NH2:8])[CH:18]=[C:17]2[C:12]=1[CH:13]=[CH:14][CH:15]=[N:16]2. The yield is 0.890. (2) The reactants are [NH2:1][C:2]1[C:3]([F:19])=[C:4]([C:15]([Cl:18])=[CH:16][CH:17]=1)[C:5]([O:7][CH2:8][C:9]1[CH:14]=[CH:13][CH:12]=[CH:11][CH:10]=1)=[O:6].C(N([CH2:25][CH3:26])CC)C.[CH2:27]([S:30](Cl)(=[O:32])=[O:31])[CH2:28][CH3:29]. The catalyst is ClCCl. The product is [Cl:18][C:15]1[C:4]([C:5]([O:7][CH2:8][C:9]2[CH:14]=[CH:13][CH:12]=[CH:11][CH:10]=2)=[O:6])=[C:3]([F:19])[C:2]([N:1]([S:30]([CH2:27][CH2:25][CH3:26])(=[O:32])=[O:31])[S:30]([CH2:27][CH2:28][CH3:29])(=[O:32])=[O:31])=[CH:17][CH:16]=1. The yield is 0.720. (3) The reactants are [OH:1][C:2]1[CH:3]=[C:4]([CH:9]=[C:10]([OH:12])[CH:11]=1)[C:5]([O:7][CH3:8])=[O:6].C(=O)([O-])[O-].[K+].[K+].[CH2:19](Br)[C:20]1[CH:25]=[CH:24][CH:23]=[CH:22][CH:21]=1. The catalyst is CN(C=O)C. The product is [OH:1][C:2]1[CH:3]=[C:4]([CH:9]=[C:10]([O:12][CH2:19][C:20]2[CH:25]=[CH:24][CH:23]=[CH:22][CH:21]=2)[CH:11]=1)[C:5]([O:7][CH3:8])=[O:6]. The yield is 0.210. (4) The product is [CH:35]1([NH:38][C:23]([C:22]2[CH:21]=[N:20][N:17]3[CH:18]=[CH:19][C:14]([N:10]4[CH2:11][CH2:12][CH2:13][C@@H:9]4[C:7]4[CH:8]=[C:3]([F:2])[CH:4]=[CH:5][C:6]=4[O:26][CH2:27][CH2:28][N:29]4[CH2:34][CH2:33][O:32][CH2:31][CH2:30]4)=[N:15][C:16]=23)=[O:25])[CH2:37][CH2:36]1. The yield is 0.700. The reactants are Cl.[F:2][C:3]1[CH:4]=[CH:5][C:6]([O:26][CH2:27][CH2:28][N:29]2[CH2:34][CH2:33][O:32][CH2:31][CH2:30]2)=[C:7]([C@H:9]2[CH2:13][CH2:12][CH2:11][N:10]2[C:14]2[CH:19]=[CH:18][N:17]3[N:20]=[CH:21][C:22]([C:23]([OH:25])=O)=[C:16]3[N:15]=2)[CH:8]=1.[CH:35]1([NH2:38])[CH2:37][CH2:36]1. No catalyst specified. (5) The reactants are BrCCBr.C=C.C[Si](C)(C)Cl.[CH3:12][N:13]1[C:18]([C:19]([F:22])([F:21])[F:20])=[CH:17][C:16]([CH3:23])=[C:15](I)[C:14]1=[O:25].O1C=CC=C1P(C1OC=CC=1)C1OC=CC=1.[CH3:42][O:43][C:44](=[O:62])[C@H:45]([CH2:54][C:55]1[CH:60]=[CH:59][C:58](I)=[CH:57][CH:56]=1)[NH:46][C:47]([O:49][C:50]([CH3:53])([CH3:52])[CH3:51])=[O:48].[Cl-].[NH4+]. The catalyst is C1COCC1.CC(N(C)C)=O.[Zn].C1C=CC(/C=C/C(/C=C/C2C=CC=CC=2)=O)=CC=1.C1C=CC(/C=C/C(/C=C/C2C=CC=CC=2)=O)=CC=1.[Pd]. The product is [CH3:42][O:43][C:44](=[O:62])[C@H:45]([CH2:54][C:55]1[CH:56]=[CH:57][C:58]([C:15]2[C:14](=[O:25])[N:13]([CH3:12])[C:18]([C:19]([F:22])([F:21])[F:20])=[CH:17][C:16]=2[CH3:23])=[CH:59][CH:60]=1)[NH:46][C:47]([O:49][C:50]([CH3:53])([CH3:51])[CH3:52])=[O:48]. The yield is 0.360. (6) The reactants are FC(F)(F)C1C=C(NC(=O)NC2C=CC(C3SC(CCC(OC)=O)=NC=3)=CC=2)C=CC=1.[NH2:32][C:33]1[CH:38]=[CH:37][C:36]([C:39]2[S:43][C:42]([C:44]34[CH2:53][CH:48]5[CH2:49][CH:50]([CH2:52][C:46]([C:54]([O:56][CH3:57])=[O:55])([CH2:47]5)[CH2:45]3)[CH2:51]4)=[N:41][CH:40]=2)=[CH:35][CH:34]=1.[F:58][C:59]1[CH:60]=[C:61]([N:66]=[C:67]=[O:68])[CH:62]=[C:63]([F:65])[CH:64]=1. No catalyst specified. The product is [F:58][C:59]1[CH:60]=[C:61]([NH:66][C:67](=[O:68])[NH:32][C:33]2[CH:38]=[CH:37][C:36]([C:39]3[S:43][C:42]([C:44]45[CH2:53][CH:48]6[CH2:49][CH:50]([CH2:52][C:46]([C:54]([O:56][CH3:57])=[O:55])([CH2:47]6)[CH2:45]4)[CH2:51]5)=[N:41][CH:40]=3)=[CH:35][CH:34]=2)[CH:62]=[C:63]([F:65])[CH:64]=1. The yield is 0.900. (7) The reactants are Cl[C:2]1[C:11]2[C:6](=[CH:7][C:8]([O:14][CH3:15])=[C:9]([O:12][CH3:13])[CH:10]=2)[N:5]=[CH:4][CH:3]=1.[OH:16][C:17]1[C:18]([I:24])=[N:19][C:20]([CH3:23])=[CH:21][CH:22]=1. The catalyst is CN(C)C1C=CN=CC=1.ClC1C=CC=CC=1Cl. The product is [I:24][C:18]1[C:17]([O:16][C:2]2[C:11]3[C:6](=[CH:7][C:8]([O:14][CH3:15])=[C:9]([O:12][CH3:13])[CH:10]=3)[N:5]=[CH:4][CH:3]=2)=[CH:22][CH:21]=[C:20]([CH3:23])[N:19]=1. The yield is 0.110.